This data is from Forward reaction prediction with 1.9M reactions from USPTO patents (1976-2016). The task is: Predict the product of the given reaction. Given the reactants [NH:1]1[CH:5]=[CH:4][N:3]=[N:2]1.S(O[CH2:17][CH2:18][C:19]1[CH:24]=[CH:23][C:22]([N:25]2[CH2:30][CH2:29][CH:28]([NH:31][C:32]([O:34][CH2:35][C:36]3[CH:41]=[CH:40][CH:39]=[CH:38][CH:37]=3)=[O:33])[CH2:27][CH2:26]2)=[CH:21][CH:20]=1)(C1C=CC(C)=CC=1)(=O)=O, predict the reaction product. The product is: [N:1]1([CH2:17][CH2:18][C:19]2[CH:20]=[CH:21][C:22]([N:25]3[CH2:26][CH2:27][CH:28]([NH:31][C:32]([O:34][CH2:35][C:36]4[CH:37]=[CH:38][CH:39]=[CH:40][CH:41]=4)=[O:33])[CH2:29][CH2:30]3)=[CH:23][CH:24]=2)[CH:5]=[CH:4][N:3]=[N:2]1.